This data is from Peptide-MHC class I binding affinity with 185,985 pairs from IEDB/IMGT. The task is: Regression. Given a peptide amino acid sequence and an MHC pseudo amino acid sequence, predict their binding affinity value. This is MHC class I binding data. The peptide sequence is CRAPRRQG. The MHC is Mamu-B08 with pseudo-sequence Mamu-B08. The binding affinity (normalized) is 0.444.